Dataset: Antibody developability classification from SAbDab with 2,409 antibodies. Task: Regression/Classification. Given an antibody's heavy chain and light chain sequences, predict its developability. TAP uses regression for 5 developability metrics; SAbDab uses binary classification. (1) The antibody is ['EVQLQQSGPELVRPGVSVKISCKGSGYTFTDYAIHWVKQSHAKSLEWIGVFSTYYGNTNYNQKFKGRATMTVDKSSSTAYMELARLTSEDSAIYYCARKSYYVDYVDAMDYWGQGTSVTVSS', 'DIVLTQSPASLAVSLGQRATISCRASESVDNYGISFMNWFQQKPGQPPKLLISATSNQGSGVPARFIGSGSGTDFSLNIHPVEEDDTAMYFCQQSKEVPRTFGGGTKLEIK']. Result: 0 (not developable). (2) The antibody is ['QIQLQESGPGLVTPSQSLTLTCSVTGDSITSYHWSWIRQFPGKKLEWMGYIYNSGGTDYNPSLKSRVSITREISRNQLFLQLNSVTTEDTATYYCARRDYGTYYFDYWGQGTMVTVSS', 'DIVMTQSPSSLAVSAGEKVTMSCRSSQSLYYSGIKKNLLAWYQLKPGQSPKLLIYYASTLFTGVPDRFTGSGSGTDYTLTITSVQAEDMGQYFCQQGISNPYTFGAGTKLEIK']. Result: 1 (developable). (3) The antibody is ['DVQLQESGPSLVKPSQSLSLTCTVTGYSITSDFAWNWIRQFPGNKLEWMGYISYSGNTRYNPSLKSRISITRDTSKNQFFLQLNSVTIEDTATYYCVTAGRGFPYWGQGTLVTVSA', 'DILMTQSPSSMSVSLGDTVSITCHSSQDINSNIGWLQQKPGKSFKGLIYHGTNLDDEVPSRFSGSGSGADYSLTISSLESEDFADYYCVQYAQFPWTFGGGTKLEIK']. Result: 0 (not developable). (4) The antibody is ['EVQLVQSGAEVKKPGATVKISCKVYGYIFTDYNIYWVRQAPGKGLEWMGLIDPDNGETFYAEKFQGRATMTADTSSDRAYMELSSLRFEDTAVYYCATVMGKWIKGGYDYWGRGTLVTVSS', 'QSVLTQPPSVSGAPGQRVTISCTGSSSNIGAGYDVHWYQQLPGTAPKLLIYDNFNRPSGVPDRFSGSKSGTSASLAITGLQAEDEADYYCQSYDSPTLTSPFGTGTKLTVL']. Result: 0 (not developable).